Predict the reactants needed to synthesize the given product. From a dataset of Full USPTO retrosynthesis dataset with 1.9M reactions from patents (1976-2016). (1) Given the product [CH2:9]([C@H:5]1[C@@:4]([CH2:1][CH3:3])([OH:12])[CH2:8][CH2:7][N:6]1[C:20]1[CH:19]=[CH:18][C:15]([C:16]#[N:17])=[C:14]([F:13])[CH:21]=1)[CH3:11], predict the reactants needed to synthesize it. The reactants are: [CH:1]1([C@:4]2([OH:12])[CH2:8][CH2:7][NH:6][C@H:5]2[CH:9]([CH3:11])C)[CH2:3]C1.[F:13][C:14]1[CH:21]=[C:20](F)[CH:19]=[CH:18][C:15]=1[C:16]#[N:17].C(=O)([O-])[O-].[Li+].[Li+]. (2) Given the product [ClH:41].[O:1]1[C:10]2[CH:9]=[C:8]([CH2:11][NH:12][CH:20]3[CH2:21][CH2:22][N:23]([CH2:26][CH2:27][N:28]4[C:37]5[C:32](=[CH:33][CH:34]=[C:35]([O:38][CH3:39])[CH:36]=5)[CH:31]=[CH:30][C:29]4=[O:40])[CH2:24][CH2:25]3)[N:7]=[CH:6][C:5]=2[O:4][CH2:3][CH2:2]1, predict the reactants needed to synthesize it. The reactants are: [O:1]1[C:10]2[CH:9]=[C:8]([CH2:11][N:12]([CH:20]3[CH2:25][CH2:24][N:23]([CH2:26][CH2:27][N:28]4[C:37]5[C:32](=[CH:33][CH:34]=[C:35]([O:38][CH3:39])[CH:36]=5)[CH:31]=[CH:30][C:29]4=[O:40])[CH2:22][CH2:21]3)C(=O)OC(C)(C)C)[N:7]=[CH:6][C:5]=2[O:4][CH2:3][CH2:2]1.[ClH:41]. (3) The reactants are: [Cl:1][C:2]1[CH:3]=[C:4]([C:12]2[O:16][N:15]=[C:14]([C:17]3[C:18]([CH3:34])=[C:19]4[C:24](=[CH:25][CH:26]=3)[CH2:23][N:22](C(OC(C)(C)C)=O)[CH2:21][CH2:20]4)[N:13]=2)[CH:5]=[CH:6][C:7]=1[O:8][CH:9]([CH3:11])[CH3:10].[F:35][C:36]([F:41])([F:40])[C:37]([OH:39])=[O:38]. Given the product [F:35][C:36]([F:41])([F:40])[C:37]([OH:39])=[O:38].[Cl:1][C:2]1[CH:3]=[C:4]([C:12]2[O:16][N:15]=[C:14]([C:17]3[C:18]([CH3:34])=[C:19]4[C:24](=[CH:25][CH:26]=3)[CH2:23][NH:22][CH2:21][CH2:20]4)[N:13]=2)[CH:5]=[CH:6][C:7]=1[O:8][CH:9]([CH3:11])[CH3:10], predict the reactants needed to synthesize it. (4) Given the product [Br:1][C:2]1[C:3]([O:12][CH2:26][C@H:31]2[CH2:30][C@@H:29]2[C:28]2[CH:27]=[CH:48][C:52]([O:51][CH3:50])=[CH:38][N:40]=2)=[N:4][C:5]2[C:10]([CH:11]=1)=[N:9][CH:8]=[CH:7][CH:6]=2, predict the reactants needed to synthesize it. The reactants are: [Br:1][C:2]1[C:3]([OH:12])=[N:4][C:5]2[C:10]([CH:11]=1)=[N:9][CH:8]=[CH:7][CH:6]=2.[C:26]1(P([C:26]2[CH:31]=[CH:30][CH:29]=[CH:28][CH:27]=2)[C:26]2[CH:31]=[CH:30][CH:29]=[CH:28][CH:27]=2)[CH:31]=[CH:30][CH:29]=[CH:28][CH:27]=1.CO.CC(O[C:38](/[N:40]=N/C(OC(C)C)=O)=O)C.[CH2:48]1[CH2:52][O:51][CH2:50]C1.